Predict the product of the given reaction. From a dataset of Forward reaction prediction with 1.9M reactions from USPTO patents (1976-2016). Given the reactants C([Li])CCC.Br[C:7]1[S:8][CH:9]=[CH:10][N:11]=1.CN(OC)[C:14]([CH:16]1[CH2:20][C:19](=[O:21])[N:18]([C@@H:22]([C:24]2[CH:29]=[CH:28][CH:27]=[CH:26][CH:25]=2)[CH3:23])[CH2:17]1)=[O:15].Cl, predict the reaction product. The product is: [S:8]1[CH:9]=[CH:10][N:11]=[C:7]1[C:14]([C@H:16]1[CH2:17][N:18]([C@@H:22]([C:24]2[CH:29]=[CH:28][CH:27]=[CH:26][CH:25]=2)[CH3:23])[C:19](=[O:21])[CH2:20]1)=[O:15].